This data is from NCI-60 drug combinations with 297,098 pairs across 59 cell lines. The task is: Regression. Given two drug SMILES strings and cell line genomic features, predict the synergy score measuring deviation from expected non-interaction effect. (1) Drug 2: CC1C(C(CC(O1)OC2CC(CC3=C2C(=C4C(=C3O)C(=O)C5=C(C4=O)C(=CC=C5)OC)O)(C(=O)CO)O)N)O.Cl. Synergy scores: CSS=29.4, Synergy_ZIP=-10.1, Synergy_Bliss=-12.2, Synergy_Loewe=-8.94, Synergy_HSA=-7.54. Cell line: HCT-15. Drug 1: CC(CN1CC(=O)NC(=O)C1)N2CC(=O)NC(=O)C2. (2) Drug 1: CN1CCC(CC1)COC2=C(C=C3C(=C2)N=CN=C3NC4=C(C=C(C=C4)Br)F)OC. Drug 2: C1C(C(OC1N2C=NC(=NC2=O)N)CO)O. Cell line: DU-145. Synergy scores: CSS=10.1, Synergy_ZIP=-6.22, Synergy_Bliss=-0.144, Synergy_Loewe=-5.69, Synergy_HSA=0.0689.